The task is: Predict the product of the given reaction.. This data is from Forward reaction prediction with 1.9M reactions from USPTO patents (1976-2016). (1) Given the reactants [Li+].CC([N-]C(C)C)C.[CH3:9][C@H:10]1[CH2:15][CH2:14][C@H:13]([C:16]([N:18]([CH:28]([CH3:30])[CH3:29])[C:19]2[CH:23]=[CH:22][S:21][C:20]=2[C:24]([O:26][CH3:27])=[O:25])=[O:17])[CH2:12][CH2:11]1.[B:31](OC)([O:34]C)[O:32]C, predict the reaction product. The product is: [CH3:9][C@H:10]1[CH2:11][CH2:12][C@H:13]([C:16]([N:18]([CH:28]([CH3:30])[CH3:29])[C:19]2[CH:23]=[C:22]([B:31]([OH:34])[OH:32])[S:21][C:20]=2[C:24]([O:26][CH3:27])=[O:25])=[O:17])[CH2:14][CH2:15]1. (2) Given the reactants [Si]([O-])([O-])([O-])[O-].[Na+].[Na+].[Na+].[Na+].C(O[Si:13](OCC)(OCC)OCC)C.CCOP([O:31][C:32]1C=CC([N+]([O-])=O)=CC=1)(OCC)=O.COC1C=C2O[C@@H]3[C@@H](C=CO3)C2=C2OC(=O)C3C(CCC=3C=12)=O.[N+](C1C=CC(SSC2C=CC([N+]([O-])=O)=C(C=2)C(O)=O)=CC=1C(O)=O)([O-])=O.CCC(C[O:96][C:97]([C:110](N(CC[NH+](C)C)C)=[O:111])([C:104]1C=CC=CC=1)C1C=CC=CC=1)CC.[Cl-].[I-].[C:121](SCC[N+](C)(C)C)(=[O:123])[CH3:122], predict the reaction product. The product is: [CH2:122]([SiH2:13][CH2:104][CH:97]([CH2:110][OH:111])[OH:96])[CH:121]([CH2:32][OH:31])[OH:123]. (3) Given the reactants CS(O[CH2:6][C:7]1[CH:16]=[CH:15][C:14]2[C@H:13]([NH:17]C(OC(C)(C)C)=O)[CH2:12][CH2:11][CH2:10][C:9]=2[CH:8]=1)(=O)=O.[F:25][CH:26]1[CH2:31][CH2:30][NH:29][CH2:28][CH2:27]1.Cl.C([O-])([O-])=O.[K+].[K+], predict the reaction product. The product is: [F:25][CH:26]1[CH2:31][CH2:30][N:29]([CH2:6][C:7]2[CH:8]=[C:9]3[C:14](=[CH:15][CH:16]=2)[C@H:13]([NH2:17])[CH2:12][CH2:11][CH2:10]3)[CH2:28][CH2:27]1.